Task: Regression. Given a peptide amino acid sequence and an MHC pseudo amino acid sequence, predict their binding affinity value. This is MHC class I binding data.. Dataset: Peptide-MHC class I binding affinity with 185,985 pairs from IEDB/IMGT (1) The peptide sequence is PYENLLYKL. The MHC is HLA-A23:01 with pseudo-sequence HLA-A23:01. The binding affinity (normalized) is 0.593. (2) The peptide sequence is MPTYIRNTL. The MHC is HLA-A02:06 with pseudo-sequence HLA-A02:06. The binding affinity (normalized) is 0. (3) The peptide sequence is QPEWFRNVL. The MHC is HLA-A02:01 with pseudo-sequence HLA-A02:01. The binding affinity (normalized) is 0.0847. (4) The peptide sequence is KFFPSSSYR. The MHC is HLA-B46:01 with pseudo-sequence HLA-B46:01. The binding affinity (normalized) is 0.0847. (5) The MHC is HLA-A24:02 with pseudo-sequence HLA-A24:02. The peptide sequence is VYRIKQQGI. The binding affinity (normalized) is 0.432.